From a dataset of Retrosynthesis with 50K atom-mapped reactions and 10 reaction types from USPTO. Predict the reactants needed to synthesize the given product. Given the product Cn1ccnc1-c1ccc(CNc2c(Cl)ccc3c2CCN(C(=O)C(F)(F)F)CC3)cc1, predict the reactants needed to synthesize it. The reactants are: Cn1ccnc1-c1ccc(CN)cc1.O=C(N1CCc2ccc(Cl)c(OS(=O)(=O)C(F)(F)F)c2CC1)C(F)(F)F.